Task: Predict the product of the given reaction.. Dataset: Forward reaction prediction with 1.9M reactions from USPTO patents (1976-2016) (1) Given the reactants ClC1C=C(C=CC=1Cl)O[CH:6]1[CH2:11][CH2:10][N:9]([S:12]([C:15]2[C:16]([CH3:22])=[N:17][N:18](C)[C:19]=2[CH3:20])(=[O:14])=[O:13])[CH2:8][CH2:7]1.ClC1C=C(C=CC=1Cl)NCC1CCN(S(C2C(C)=NN(C)C=2C)(=O)=O)CC1.Cl.[Cl:55][C:56]1[CH:61]=[CH:60][C:59]([C:62](C2CCNCC2)([OH:64])[CH3:63])=[CH:58][CH:57]=1, predict the reaction product. The product is: [Cl:55][C:56]1[CH:61]=[CH:60][C:59]([C:62]([CH:6]2[CH2:7][CH2:8][N:9]([S:12]([C:15]3[C:19]([CH3:20])=[N:18][NH:17][C:16]=3[CH3:22])(=[O:13])=[O:14])[CH2:10][CH2:11]2)([OH:64])[CH3:63])=[CH:58][CH:57]=1. (2) Given the reactants [NH2:1][C:2]1[C:9]([O:10][CH3:11])=[CH:8][C:7]([Br:12])=[CH:6][C:3]=1[CH:4]=O.[NH2:13][C:14](N)=[O:15], predict the reaction product. The product is: [Br:12][C:7]1[CH:6]=[C:3]2[C:2](=[C:9]([O:10][CH3:11])[CH:8]=1)[N:1]=[C:14]([OH:15])[N:13]=[CH:4]2. (3) Given the reactants [Cl:1][C:2]1[CH:7]=[CH:6][CH:5]=[CH:4][C:3]=1[C:8]1[C:16]2[O:15][CH:14]([CH2:17][OH:18])[CH2:13][C:12]=2[CH:11]=[CH:10][C:9]=1[Cl:19].[C:20]1([CH3:30])[CH:25]=[CH:24][C:23]([S:26](Cl)(=[O:28])=[O:27])=[CH:22][CH:21]=1.CC1C=CC(S(OCC2CC3C(C(F)(F)F)=CC=C(Cl)C=3O2)(=O)=O)=CC=1, predict the reaction product. The product is: [CH3:30][C:20]1[CH:25]=[CH:24][C:23]([S:26]([O:18][CH2:17][CH:14]2[CH2:13][C:12]3[CH:11]=[CH:10][C:9]([Cl:19])=[C:8]([C:3]4[CH:4]=[CH:5][CH:6]=[CH:7][C:2]=4[Cl:1])[C:16]=3[O:15]2)(=[O:28])=[O:27])=[CH:22][CH:21]=1. (4) Given the reactants [F:1][C:2]([F:12])([F:11])[C:3]1[CH:8]=[CH:7][CH:6]=[CH:5][C:4]=1[Mg]Br.[CH:13](=[O:22])[C:14]1[CH:19]=[CH:18][C:17]([O:20][CH3:21])=[CH:16][CH:15]=1.FC(F)(F)C1C=C(Cl)C=CC=1C(O)C1C=CC=CC=1, predict the reaction product. The product is: [F:1][C:2]([F:12])([F:11])[C:3]1[CH:8]=[CH:7][CH:6]=[CH:5][C:4]=1[CH:13]([OH:22])[C:14]1[CH:19]=[CH:18][C:17]([O:20][CH3:21])=[CH:16][CH:15]=1. (5) Given the reactants NC1C(C)=CC(Cl)=CC=1C(NC)=[O:5].ClCCl.[Cl:17][C:18]1[C:19]([N:25]2[C:29]([C:30](Cl)=[O:31])=[CH:28][C:27]([C:33]([F:36])([F:35])[F:34])=[N:26]2)=[N:20][CH:21]=[C:22]([Cl:24])[CH:23]=1.C(N(CC)CC)C, predict the reaction product. The product is: [Cl:17][C:18]1[C:19]([N:25]2[C:29]([C:30]([OH:5])=[O:31])=[CH:28][C:27]([C:33]([F:36])([F:35])[F:34])=[N:26]2)=[N:20][CH:21]=[C:22]([Cl:24])[CH:23]=1. (6) Given the reactants [CH3:1][C@:2]12[C:8]([CH3:10])([CH3:9])[C@H:5]([CH2:6][CH2:7]1)[CH:4]([C:11](Cl)=[O:12])[C:3]2=O.[F:15][C:16]1[CH:21]=[C:20]([F:22])[CH:19]=[CH:18][C:17]=1[NH:23][N:24]=CC.N1C=CC=CC=1.Cl.O1CCOCC1, predict the reaction product. The product is: [F:15][C:16]1[CH:21]=[C:20]([F:22])[CH:19]=[CH:18][C:17]=1[N:23]1[C:11](=[O:12])[C:4]2[C@@H:5]3[C:8]([CH3:10])([CH3:9])[C@@:2]([CH3:1])([CH2:7][CH2:6]3)[C:3]=2[NH:24]1. (7) Given the reactants [C@H:1]12[CH2:6][C@H:5]1[CH2:4][NH:3][C@@H:2]2[CH2:7][NH:8][C:9]([C:11]1[N:18]2[C:14]([S:15][CH:16]=[CH:17]2)=[N:13][C:12]=1[CH3:19])=[O:10].[CH3:20][O:21][C:22]1[S:23][C:24]([C:30]2[CH:31]=[C:32]([CH3:36])[CH:33]=[CH:34][CH:35]=2)=[C:25]([C:27](O)=[O:28])[N:26]=1, predict the reaction product. The product is: [CH3:20][O:21][C:22]1[S:23][C:24]([C:30]2[CH:31]=[C:32]([CH3:36])[CH:33]=[CH:34][CH:35]=2)=[C:25]([C:27]([N:3]2[CH2:4][C@H:5]3[C@H:1]([CH2:6]3)[C@H:2]2[CH2:7][NH:8][C:9]([C:11]2[N:18]3[C:14]([S:15][CH:16]=[CH:17]3)=[N:13][C:12]=2[CH3:19])=[O:10])=[O:28])[N:26]=1.